This data is from NCI-60 drug combinations with 297,098 pairs across 59 cell lines. The task is: Regression. Given two drug SMILES strings and cell line genomic features, predict the synergy score measuring deviation from expected non-interaction effect. (1) Drug 1: CC(CN1CC(=O)NC(=O)C1)N2CC(=O)NC(=O)C2. Drug 2: CC(C)NC(=O)C1=CC=C(C=C1)CNNC.Cl. Cell line: CAKI-1. Synergy scores: CSS=27.1, Synergy_ZIP=-7.34, Synergy_Bliss=-4.43, Synergy_Loewe=-5.69, Synergy_HSA=-2.28. (2) Drug 1: C1=CC(=CC=C1CCCC(=O)O)N(CCCl)CCCl. Drug 2: CC1=C(C(CCC1)(C)C)C=CC(=CC=CC(=CC(=O)O)C)C. Cell line: SNB-19. Synergy scores: CSS=10.6, Synergy_ZIP=-7.35, Synergy_Bliss=-2.21, Synergy_Loewe=-6.83, Synergy_HSA=-5.99.